From a dataset of Forward reaction prediction with 1.9M reactions from USPTO patents (1976-2016). Predict the product of the given reaction. (1) Given the reactants FC1C=CC([CH2:6][N:7]2CCN3C=C(C(OCC)=O)C(O)=C3C2=O)=CC=1.[Cl:25][C:26]1[CH:48]=[CH:47][C:29]([CH2:30][N:31]2[CH2:36][CH2:35][N:34]3[CH:37]=[C:38]([C:41]([O:43]CC)=O)[C:39]([OH:40])=[C:33]3[C:32]2=[O:46])=[CH:28][CH:27]=1, predict the reaction product. The product is: [Cl:25][C:26]1[CH:48]=[CH:47][C:29]([CH2:30][N:31]2[CH2:36][CH2:35][N:34]3[CH:37]=[C:38]([C:41]([NH:7][CH3:6])=[O:43])[C:39]([OH:40])=[C:33]3[C:32]2=[O:46])=[CH:28][CH:27]=1. (2) Given the reactants [N+:1]([C:4]1[CH:9]=[CH:8][CH:7]=[CH:6][C:5]=1[C:10]1[CH2:14][C:13]([CH3:16])([CH3:15])[C:12]([CH3:18])([CH3:17])[CH:11]=1)([O-])=O.C(O)C.[Cl-].[NH4+], predict the reaction product. The product is: [CH3:17][C:12]1([CH3:18])[C:13]([CH3:15])([CH3:16])[CH2:14][C:10]([C:5]2[CH:6]=[CH:7][CH:8]=[CH:9][C:4]=2[NH2:1])=[CH:11]1. (3) Given the reactants [Cl:1][C:2]1[C:3]([F:28])=[C:4]([CH:8]2[C:12]([C:15]3[CH:20]=[CH:19][C:18]([Cl:21])=[CH:17][C:16]=3[F:22])([C:13]#[N:14])[CH:11]([CH2:23][C:24]([CH3:27])([CH3:26])[CH3:25])[CH2:10][NH:9]2)[CH:5]=[CH:6][CH:7]=1.[O:29]=[C:30](C)[CH2:31][CH2:32][CH2:33][C:34]1[CH:42]=[CH:41][C:37]([C:38]([OH:40])=[O:39])=[CH:36][CH:35]=1.CN(C(ON1N=NC2C=CC=NC1=2)=[N+](C)C)C.F[P-](F)(F)(F)(F)F.CCN(C(C)C)C(C)C, predict the reaction product. The product is: [Cl:1][C:2]1[C:3]([F:28])=[C:4]([C@@H:8]2[C@:12]([C:15]3[CH:20]=[CH:19][C:18]([Cl:21])=[CH:17][C:16]=3[F:22])([C:13]#[N:14])[C@H:11]([CH2:23][C:24]([CH3:25])([CH3:27])[CH3:26])[CH2:10][N:9]2[C:30](=[O:29])[CH2:31][CH2:32][CH2:33][C:34]2[CH:42]=[CH:41][C:37]([C:38]([OH:40])=[O:39])=[CH:36][CH:35]=2)[CH:5]=[CH:6][CH:7]=1. (4) Given the reactants Cl[C:2]1[CH:7]=[C:6]([CH:8]2[CH2:13][CH2:12][N:11]([CH:14]3[CH2:17][O:16][CH2:15]3)[CH2:10][CH2:9]2)[CH:5]=[C:4]([Cl:18])[N:3]=1.[F:19][CH:20]([F:28])[C:21]1[CH:26]=[CH:25][N:24]=[C:23]([NH2:27])[CH:22]=1.C(=O)([O-])[O-].[Cs+].[Cs+], predict the reaction product. The product is: [Cl:18][C:4]1[N:3]=[C:2]([NH:27][C:23]2[CH:22]=[C:21]([CH:20]([F:28])[F:19])[CH:26]=[CH:25][N:24]=2)[CH:7]=[C:6]([CH:8]2[CH2:13][CH2:12][N:11]([CH:14]3[CH2:17][O:16][CH2:15]3)[CH2:10][CH2:9]2)[CH:5]=1. (5) Given the reactants [CH2:1]([O:8][CH2:9][C@@H:10]([OH:14])[CH2:11][C:12]#[N:13])[C:2]1[CH:7]=[CH:6][CH:5]=[CH:4][CH:3]=1.CO[CH:17](OC)[CH2:18][NH2:19], predict the reaction product. The product is: [CH2:1]([O:8][CH2:9][C@@H:10]([OH:14])[CH2:11][C:12]1[NH:13][CH:17]=[CH:18][N:19]=1)[C:2]1[CH:7]=[CH:6][CH:5]=[CH:4][CH:3]=1.